Predict the product of the given reaction. From a dataset of Forward reaction prediction with 1.9M reactions from USPTO patents (1976-2016). (1) Given the reactants O[C:2]1[CH:7]=[CH:6][C:5](O)=[C:4]([Br:9])[CH:3]=1.[CH3:10][C:11](=[CH2:19])[C:12]([O:14][CH2:15][CH:16]([OH:18])[CH3:17])=[O:13].C1(P(C2C=CC=CC=2)C2C=CC=CC=2)C=CC=CC=1.CC(OC(/N=N/C(OC(C)C)=O)=O)C, predict the reaction product. The product is: [CH3:19][C:11](=[CH2:10])[C:12]([O:14][CH2:15][CH:16]([O:18][C:7]1[CH:6]=[CH:5][C:4]([Br:9])=[CH:3][CH:2]=1)[CH3:17])=[O:13]. (2) Given the reactants [CH:1]([CH:3]1[CH2:8][CH2:7][N:6]([C:9]([O:11][CH2:12][C:13]2[CH:18]=[CH:17][CH:16]=[CH:15][CH:14]=2)=[O:10])[CH2:5][CH2:4]1)=O.O.C1(C)C=CC(S(O)(=O)=O)=CC=1.C1C=CC=CC=1.[CH3:37][C:38](=[O:41])[CH:39]=[CH2:40], predict the reaction product. The product is: [O:41]=[C:38]1[CH2:39][CH2:40][C:3]2([CH2:8][CH2:7][N:6]([C:9]([O:11][CH2:12][C:13]3[CH:18]=[CH:17][CH:16]=[CH:15][CH:14]=3)=[O:10])[CH2:5][CH2:4]2)[CH:1]=[CH:37]1.